Task: Predict the reactants needed to synthesize the given product.. Dataset: Full USPTO retrosynthesis dataset with 1.9M reactions from patents (1976-2016) (1) The reactants are: C(N1C=CN=C1)(N1C=CN=C1)=O.[CH3:13][O:14][C:15]1[CH:23]=[C:22]([N:24]2[CH2:29][CH2:28][O:27][CH2:26][CH2:25]2)[CH:21]=[CH:20][C:16]=1[C:17]([OH:19])=O.[NH2:30][C@H:31]1[CH2:36][C:35]2[C:37]([N:41]3[CH2:46][CH2:45][N:44]([CH3:47])[CH2:43][CH2:42]3)=[CH:38][CH:39]=[CH:40][C:34]=2[O:33][CH2:32]1. Given the product [CH3:47][N:44]1[CH2:45][CH2:46][N:41]([C:37]2[C:35]3[CH2:36][C@H:31]([NH:30][C:17](=[O:19])[C:16]4[CH:20]=[CH:21][C:22]([N:24]5[CH2:29][CH2:28][O:27][CH2:26][CH2:25]5)=[CH:23][C:15]=4[O:14][CH3:13])[CH2:32][O:33][C:34]=3[CH:40]=[CH:39][CH:38]=2)[CH2:42][CH2:43]1, predict the reactants needed to synthesize it. (2) Given the product [CH2:1]([O:3][CH:4]([O:13][CH2:14][CH3:15])[C:5]1[N:22]=[CH:20][N:21]=[C:7]([OH:8])[CH:6]=1)[CH3:2], predict the reactants needed to synthesize it. The reactants are: [CH2:1]([O:3][CH:4]([O:13][CH2:14][CH3:15])[C:5](=O)[CH2:6][C:7](OCC)=[O:8])[CH3:2].C(O)(=O)C.[CH:20]([NH2:22])=[NH:21].[OH-].[K+].